This data is from Full USPTO retrosynthesis dataset with 1.9M reactions from patents (1976-2016). The task is: Predict the reactants needed to synthesize the given product. (1) Given the product [CH2:24]([O:31][C:32]1[CH:37]=[CH:36][CH:35]=[CH:34][C:33]=1[C:12]1[CH2:13][CH2:14][CH2:15][C:11]=1[C:7]1[CH:6]=[CH:5][CH:10]=[CH:9][C:8]=1[C:18]([OH:19])=[O:21])[C:25]1[CH:30]=[CH:29][CH:28]=[CH:27][CH:26]=1, predict the reactants needed to synthesize it. The reactants are: C(OC(=O)[C:5]1[CH:10]=[CH:9][CH:8]=[C:7]([C:11]2[CH2:15][CH2:14][CH2:13][C:12]=2Br)[CH:6]=1)C.[C:18](=[O:21])([O-])[O-:19].[K+].[K+].[CH2:24]([O:31][C:32]1[CH:37]=[CH:36][CH:35]=[CH:34][C:33]=1B(O)O)[C:25]1[CH:30]=[CH:29][CH:28]=[CH:27][CH:26]=1. (2) Given the product [CH:10]([Si:13]([CH:17]([CH3:19])[CH3:18])([CH:14]([CH3:16])[CH3:15])[N:1]1[CH:5]=[CH:4][CH:3]=[CH:2]1)([CH3:12])[CH3:11], predict the reactants needed to synthesize it. The reactants are: [NH:1]1[CH:5]=[CH:4][CH:3]=[CH:2]1.[H-].[Na+].[H][H].[CH:10]([Si:13](Cl)([CH:17]([CH3:19])[CH3:18])[CH:14]([CH3:16])[CH3:15])([CH3:12])[CH3:11].